From a dataset of Full USPTO retrosynthesis dataset with 1.9M reactions from patents (1976-2016). Predict the reactants needed to synthesize the given product. (1) Given the product [CH3:37][C:38]([CH3:43])([CH3:42])[CH2:39][CH2:40][NH:41][C:5]([NH:6][C:7]1[CH:12]=[C:11]([C:13]2[C:14]([CH3:34])=[N:15][C:16]3[C:21]([CH:22]=2)=[CH:20][N:19]=[C:18]([N:23]([CH2:25][C:26]2[CH:27]=[CH:28][C:29]([O:32][CH3:33])=[CH:30][CH:31]=2)[CH3:24])[CH:17]=3)[CH:10]=[CH:9][C:8]=1[F:35])=[O:4], predict the reactants needed to synthesize it. The reactants are: C=C([O:4][C:5](=O)[NH:6][C:7]1[CH:12]=[C:11]([C:13]2[C:14]([CH3:34])=[N:15][C:16]3[C:21]([CH:22]=2)=[CH:20][N:19]=[C:18]([N:23]([CH2:25][C:26]2[CH:31]=[CH:30][C:29]([O:32][CH3:33])=[CH:28][CH:27]=2)[CH3:24])[CH:17]=3)[CH:10]=[CH:9][C:8]=1[F:35])C.[CH3:37][C:38]([CH3:43])([CH3:42])[CH2:39][CH2:40][NH2:41].C1CCN2C(=NCCC2)CC1.CCOC(C)=O. (2) Given the product [C:1]1([C:7]2[CH:12]=[CH:11][C:10]([C:13]([NH:47][CH:44]3[CH2:45][CH2:46][N:41]([CH2:40][C:39]([F:49])([F:38])[F:48])[CH2:42][CH2:43]3)=[O:15])=[CH:9][N:8]=2)[CH:2]=[CH:3][CH:4]=[CH:5][CH:6]=1, predict the reactants needed to synthesize it. The reactants are: [C:1]1([C:7]2[CH:12]=[CH:11][C:10]([C:13]([OH:15])=O)=[CH:9][N:8]=2)[CH:6]=[CH:5][CH:4]=[CH:3][CH:2]=1.Cl.CN(C)CCCN=C=NCC.ON1C2C=CC=CC=2N=N1.[F:38][C:39]([F:49])([F:48])[CH2:40][N:41]1[CH2:46][CH2:45][CH:44]([NH2:47])[CH2:43][CH2:42]1.CN1CCOCC1. (3) Given the product [Cl:16][C:4]1[N:3]=[C:2]([NH:27][C@H:25]([C:22]2[CH:21]=[CH:20][C:19]([F:18])=[CH:24][N:23]=2)[CH3:26])[N:7]=[C:6]([NH:8][C:9]2[S:10][C:11]([C:14]#[N:15])=[CH:12][N:13]=2)[CH:5]=1, predict the reactants needed to synthesize it. The reactants are: Cl[C:2]1[N:7]=[C:6]([NH:8][C:9]2[S:10][C:11]([C:14]#[N:15])=[CH:12][N:13]=2)[CH:5]=[C:4]([Cl:16])[N:3]=1.Cl.[F:18][C:19]1[CH:20]=[CH:21][C:22]([C@@H:25]([NH2:27])[CH3:26])=[N:23][CH:24]=1. (4) The reactants are: [CH2:1]([O:8][C:9]([NH:11][C@H:12]([CH2:22]Br)[CH2:13][CH2:14][C:15]([O:17][C:18]([CH3:21])([CH3:20])[CH3:19])=[O:16])=[O:10])[C:2]1[CH:7]=[CH:6][CH:5]=[CH:4][CH:3]=1.C([SnH](CCCC)CCCC)CCC.N(C(C)(C)C#N)=NC(C)(C)C#N.O. Given the product [CH2:1]([O:8][C:9]([NH:11][C@H:12]([CH3:22])[CH2:13][CH2:14][C:15]([O:17][C:18]([CH3:21])([CH3:20])[CH3:19])=[O:16])=[O:10])[C:2]1[CH:3]=[CH:4][CH:5]=[CH:6][CH:7]=1, predict the reactants needed to synthesize it. (5) Given the product [CH3:19][C:17]1[CH:16]=[CH:15][CH:14]=[C:13]2[C:18]=1[N:10]([C:8]1[CH:9]=[C:4]([NH2:1])[N:5]=[C:6]([NH2:20])[CH:7]=1)[CH:11]=[CH:12]2, predict the reactants needed to synthesize it. The reactants are: [N:1]([C:4]1[CH:9]=[C:8]([N:10]2[C:18]3[C:13](=[CH:14][CH:15]=[CH:16][C:17]=3[CH3:19])[CH:12]=[CH:11]2)[CH:7]=[C:6]([N:20]=[N+]=[N-])[N:5]=1)=[N+]=[N-].C.[H][H]. (6) Given the product [I:1][C:2]1[CH:11]=[CH:10][C:9]2[NH:8][C:7](=[O:12])[C:6]3=[C:13]([CH3:16])[N:14]([CH:18]4[CH2:19][CH2:20][CH2:21][CH2:22][O:17]4)[N:15]=[C:5]3[C:4]=2[CH:3]=1, predict the reactants needed to synthesize it. The reactants are: [I:1][C:2]1[CH:11]=[CH:10][C:9]2[NH:8][C:7](=[O:12])[C:6]3=[C:13]([CH3:16])[NH:14][N:15]=[C:5]3[C:4]=2[CH:3]=1.[O:17]1[CH:22]=[CH:21][CH2:20][CH2:19][CH2:18]1.C1(C)C=CC(S(O)(=O)=O)=CC=1. (7) Given the product [CH3:1][C:2]1[C:7]([C:8]([OH:10])=[O:9])=[CH:6][N:5]=[C:4]([N:12]2[CH2:13][CH2:14][O:15][CH2:16][CH2:17]2)[N:3]=1, predict the reactants needed to synthesize it. The reactants are: [CH3:1][C:2]1[C:7]([C:8]([O:10]C)=[O:9])=[CH:6][N:5]=[C:4]([N:12]2[CH2:17][CH2:16][O:15][CH2:14][CH2:13]2)[N:3]=1.C(C1C(C(O)=O)=CN=C(N2CCOCC2)N=1)(C)(C)C.